Predict the reactants needed to synthesize the given product. From a dataset of Full USPTO retrosynthesis dataset with 1.9M reactions from patents (1976-2016). Given the product [CH2:29]([O:28][C:26]([C:25]1[N:8]=[C:7]([C:5]2[S:6][C:2]([Br:1])=[CH:3][CH:4]=2)[N:9]([C:10]2[C:11]([Cl:17])=[CH:12][CH:13]=[CH:14][C:15]=2[Cl:16])[CH:24]=1)=[O:27])[CH3:30], predict the reactants needed to synthesize it. The reactants are: [Br:1][C:2]1[S:6][C:5]([C:7]([NH:9][C:10]2[C:15]([Cl:16])=[CH:14][CH:13]=[CH:12][C:11]=2[Cl:17])=[NH:8])=[CH:4][CH:3]=1.C(=O)(O)[O-].[Na+].Br[CH2:24][C:25](=O)[C:26]([O:28][CH2:29][CH3:30])=[O:27].